Predict the product of the given reaction. From a dataset of Forward reaction prediction with 1.9M reactions from USPTO patents (1976-2016). (1) Given the reactants ClC1C=C(N[N:9]=[C:10]([C:13]#[N:14])[C:11]#[N:12])C=CC=1.[Cl:15][C:16]1[CH:17]=[C:18]([CH:20]=[CH:21][CH:22]=1)[NH2:19].C(#N)CC#N.O.[NH2:29][NH2:30], predict the reaction product. The product is: [Cl:15][C:16]1[CH:17]=[C:18]([NH:19][N:9]=[C:10]2[C:11]([NH2:12])=[N:30][N:29]=[C:13]2[NH2:14])[CH:20]=[CH:21][CH:22]=1. (2) The product is: [CH3:11][C:10]1[C:2]([C:16]2[CH:17]=[CH:18][C:13]([NH2:12])=[N:14][CH:15]=2)=[CH:3][C:4]2[O:8][CH:7]=[N:6][C:5]=2[CH:9]=1. Given the reactants Br[C:2]1[C:10]([CH3:11])=[CH:9][C:5]2[N:6]=[CH:7][O:8][C:4]=2[CH:3]=1.[NH2:12][C:13]1[CH:18]=[CH:17][C:16](B2OC(C)(C)C(C)(C)O2)=[CH:15][N:14]=1.[O-]P([O-])([O-])=O.[K+].[K+].[K+], predict the reaction product. (3) Given the reactants [N:1]1([C@H:6]2[CH2:10][CH2:9][CH2:8][C@H:7]2[NH2:11])[CH2:5][CH2:4][CH2:3][CH2:2]1.[CH2:12]([C:14]1[CH:22]=[CH:21][CH:20]=[C:19]([CH3:23])[C:15]=1[C:16](O)=[O:17])[CH3:13], predict the reaction product. The product is: [CH2:12]([C:14]1[CH:22]=[CH:21][CH:20]=[C:19]([CH3:23])[C:15]=1[C:16]([NH:11][C@@H:7]1[CH2:8][CH2:9][CH2:10][C@@H:6]1[N:1]1[CH2:2][CH2:3][CH2:4][CH2:5]1)=[O:17])[CH3:13]. (4) Given the reactants C([O:4][CH2:5][C@H:6]1[CH2:10][CH2:9][CH2:8][N:7]1[C:11]([C@@:13]1([CH2:42][CH2:43][CH:44]([CH3:46])[CH3:45])[C:22]2[C:17](=[CH:18][CH:19]=[CH:20][CH:21]=2)[C:16]([OH:23])=[C:15]([C:24]2[NH:29][C:28]3[CH:30]=[CH:31][C:32]([NH:34][S:35]([CH3:38])(=[O:37])=[O:36])=[CH:33][C:27]=3[S:26](=[O:40])(=[O:39])[N:25]=2)[C:14]1=[O:41])=[O:12])(=O)C.C([O-])([O-])=O.[K+].[K+].Cl, predict the reaction product. The product is: [OH:23][C:16]1[C:17]2[C:22](=[CH:21][CH:20]=[CH:19][CH:18]=2)[C@@:13]([C:11]([N:7]2[CH2:8][CH2:9][CH2:10][C@@H:6]2[CH2:5][OH:4])=[O:12])([CH2:42][CH2:43][CH:44]([CH3:46])[CH3:45])[C:14](=[O:41])[C:15]=1[C:24]1[NH:29][C:28]2[CH:30]=[CH:31][C:32]([NH:34][S:35]([CH3:38])(=[O:37])=[O:36])=[CH:33][C:27]=2[S:26](=[O:40])(=[O:39])[N:25]=1.